From a dataset of Reaction yield outcomes from USPTO patents with 853,638 reactions. Predict the reaction yield, written as a fraction of the theoretical maximum amount of product (1.0 means a 100% yield; for example, 0.34 means a 34% yield). (1) The reactants are [Cl:1][C:2]1[CH:3]=[CH:4][C:5]([NH2:9])=[N:6][C:7]=1[Cl:8].[C:10](N1C=CC=CC1=O)(N1C=CC=CC1=O)=[S:11]. The catalyst is ClCCl.C(OCC)(=O)C.CCCCCC. The product is [Cl:8][C:7]1[C:2]([Cl:1])=[CH:3][CH:4]=[C:5]([N:9]=[C:10]=[S:11])[N:6]=1. The yield is 0.810. (2) The reactants are [Br:1][C:2]1[CH:7]=[CH:6][C:5]([N:8]=[C:9]=[O:10])=[CH:4][C:3]=1[C:11]([F:14])([F:13])[F:12].[CH3:15][NH:16][C:17]([C:19]1[CH:24]=[C:23]([O:25][C:26]2[CH:32]=[CH:31][C:29]([NH2:30])=[CH:28][CH:27]=2)[CH:22]=[CH:21][N:20]=1)=[O:18]. The catalyst is C(Cl)Cl. The product is [Br:1][C:2]1[CH:7]=[CH:6][C:5]([NH:8][C:9]([NH:30][C:29]2[CH:28]=[CH:27][C:26]([O:25][C:23]3[CH:22]=[CH:21][N:20]=[C:19]([C:17](=[O:18])[NH:16][CH3:15])[CH:24]=3)=[CH:32][CH:31]=2)=[O:10])=[CH:4][C:3]=1[C:11]([F:12])([F:13])[F:14]. The yield is 0.900.